From a dataset of Reaction yield outcomes from USPTO patents with 853,638 reactions. Predict the reaction yield, written as a fraction of the theoretical maximum amount of product (1.0 means a 100% yield; for example, 0.34 means a 34% yield). (1) The reactants are [OH:1][C:2]1[CH:3]=[C:4]([CH:7]=[C:8]([N+:11]([O-:13])=[O:12])[C:9]=1[OH:10])[CH:5]=O.[CH2:14]([N:16]([CH2:22][CH3:23])[C:17](=[O:21])[CH2:18][C:19]#[N:20])[CH3:15].N1CCCCC1.C(COC)OC. The catalyst is CCCCCCC. The product is [C:19](/[C:18](=[CH:5]\[C:4]1[CH:7]=[C:8]([N+:11]([O-:13])=[O:12])[C:9]([OH:10])=[C:2]([OH:1])[CH:3]=1)/[C:17]([N:16]([CH2:22][CH3:23])[CH2:14][CH3:15])=[O:21])#[N:20]. The yield is 0.750. (2) The yield is 0.860. The reactants are C(=O)([O-])[O-].[K+].[K+].[F:7][C:8]1[CH:9]=[C:10]([N+:15]([O-:17])=[O:16])[CH:11]=[CH:12][C:13]=1F.[NH:18]1[CH:22]=[CH:21][CH:20]=[N:19]1. The catalyst is CN(C=O)C. The product is [F:7][C:8]1[CH:9]=[C:10]([N+:15]([O-:17])=[O:16])[CH:11]=[CH:12][C:13]=1[N:18]1[CH:22]=[CH:21][CH:20]=[N:19]1. (3) The reactants are [C:1]([S@:5](/[N:7]=[C:8]1/[C:9]2[CH:10]=[CH:11][C:12]([C:18]([O:20][CH2:21][CH3:22])=[O:19])=[CH:13][C:14]=2[CH2:15][CH2:16][CH2:17]/1)=[O:6])([CH3:4])([CH3:3])[CH3:2].O.[BH4-].[Na+]. The catalyst is C1COCC1. The product is [CH3:3][C:1]([CH3:4])([S@:5]([NH:7][C@@H:8]1[CH2:17][CH2:16][CH2:15][C:14]2[CH:13]=[C:12]([C:18]([O:20][CH2:21][CH3:22])=[O:19])[CH:11]=[CH:10][C:9]1=2)=[O:6])[CH3:2]. The yield is 0.780. (4) The catalyst is C1COCC1.C(Cl)Cl. The yield is 0.800. The reactants are [Br:1][C:2]1[C:3]([F:10])=[C:4]([CH:7]=[CH:8][CH:9]=1)[CH:5]=[O:6].[CH3:11][O:12][C:13]1[CH:18]=[CH:17][CH:16]=[CH:15][C:14]=1[Mg]Br. The product is [Br:1][C:2]1[C:3]([F:10])=[C:4]([CH:5]([C:14]2[CH:15]=[CH:16][CH:17]=[CH:18][C:13]=2[O:12][CH3:11])[OH:6])[CH:7]=[CH:8][CH:9]=1. (5) The reactants are [CH3:1][Si:2]([CH3:12])([CH3:11])[CH2:3][CH:4]([C:9]#[N:10])[CH2:5][C:6]([OH:8])=[O:7]. The catalyst is CO.[OH-].[Pd+2].[OH-]. The product is [NH2:10][CH2:9][CH:4]([CH2:3][Si:2]([CH3:11])([CH3:1])[CH3:12])[CH2:5][C:6]([OH:8])=[O:7]. The yield is 0.950.